Dataset: Catalyst prediction with 721,799 reactions and 888 catalyst types from USPTO. Task: Predict which catalyst facilitates the given reaction. (1) Reactant: [Cl:1][C:2]1[CH:44]=[CH:43][C:5]([CH2:6][C@H:7]([C:22]([N:24]2[CH2:29][CH2:28][C@@H:27]([N:30]([CH:36]3[CH2:41][CH2:40][CH2:39][CH2:38][CH2:37]3)[C:31]([N:33]([CH3:35])[CH3:34])=[O:32])[C@H:26]([CH3:42])[CH2:25]2)=[O:23])[NH:8][CH:9]2[CH2:14][CH2:13][C:12]([OH:21])([C:15]3[CH:20]=[CH:19][CH:18]=[CH:17][CH:16]=3)[CH2:11][CH2:10]2)=[CH:4][CH:3]=1.Cl. Product: [ClH:1].[Cl:1][C:2]1[CH:3]=[CH:4][C:5]([CH2:6][C@H:7]([C:22]([N:24]2[CH2:29][CH2:28][C@@H:27]([N:30]([CH:36]3[CH2:37][CH2:38][CH2:39][CH2:40][CH2:41]3)[C:31]([N:33]([CH3:34])[CH3:35])=[O:32])[C@H:26]([CH3:42])[CH2:25]2)=[O:23])[NH:8][CH:9]2[CH2:10][CH2:11][C:12]([OH:21])([C:15]3[CH:16]=[CH:17][CH:18]=[CH:19][CH:20]=3)[CH2:13][CH2:14]2)=[CH:43][CH:44]=1. The catalyst class is: 698. (2) Reactant: [F:1][C:2]1[CH:3]=[C:4]([C:9]2[C:10]([O:28]C)=[C:11]([C:24]([O:26]C)=[O:25])[C:12]3[N:13]=[CH:14][C:15]([C:19]4[S:20][CH:21]=[CH:22][CH:23]=4)=[N:16][C:17]=3[CH:18]=2)[CH:5]=[CH:6][C:7]=1[F:8].B(Br)(Br)Br.O. Product: [F:1][C:2]1[CH:3]=[C:4]([C:9]2[C:10]([OH:28])=[C:11]([C:24]([OH:26])=[O:25])[C:12]3[N:13]=[CH:14][C:15]([C:19]4[S:20][CH:21]=[CH:22][CH:23]=4)=[N:16][C:17]=3[CH:18]=2)[CH:5]=[CH:6][C:7]=1[F:8]. The catalyst class is: 4.